From a dataset of Drug-target binding data from BindingDB using IC50 measurements. Regression. Given a target protein amino acid sequence and a drug SMILES string, predict the binding affinity score between them. We predict pIC50 (pIC50 = -log10(IC50 in M); higher means more potent). Dataset: bindingdb_ic50. The compound is CC(C)C[C@H](NC(=O)[C@H](C)NC(=O)[C@H](Cc1ccccc1)NC(=O)c1ccccc1)C(=O)NCCCCC[N+](C)(C)C. The target protein (P45973) has sequence MGKKTKRTADSSSSEDEEEYVVEKVLDRRVVKGQVEYLLKWKGFSEEHNTWEPEKNLDCPELISEFMKKYKKMKEGENNKPREKSESNKRKSNFSNSADDIKSKKKREQSNDIARGFERGLEPEKIIGATDSCGDLMFLMKWKDTDEADLVLAKEANVKCPQIVIAFYEERLTWHAYPEDAENKEKETAKS. The pIC50 is 4.2.